This data is from Catalyst prediction with 721,799 reactions and 888 catalyst types from USPTO. The task is: Predict which catalyst facilitates the given reaction. (1) Product: [C:1]1([C:7]2[S:8][CH2:9][C:10]([CH3:15])([C:12]([OH:14])=[O:13])[N:11]=2)[CH:2]=[CH:3][CH:4]=[CH:5][CH:6]=1. The catalyst class is: 7. Reactant: [C:1]1([C:7]2[S:8][CH2:9][CH:10]([C:12]([OH:14])=[O:13])[N:11]=2)[CH:6]=[CH:5][CH:4]=[CH:3][CH:2]=1.[CH3:15]I. (2) Reactant: [Br:1][C:2]1[CH:14]=[CH:13][C:12]2[C:11]3[C:6](=[CH:7][C:8]([Br:15])=[CH:9][CH:10]=3)[CH:5](O)[C:4]=2[CH:3]=1.S(Cl)(Cl)=O.[CH3:21][N:22]1[CH2:27][CH2:26][NH:25][CH2:24][CH2:23]1. Product: [Br:1][C:2]1[CH:14]=[CH:13][C:12]2[C:11]3[C:6](=[CH:7][C:8]([Br:15])=[CH:9][CH:10]=3)[CH:5]([N:25]3[CH2:26][CH2:27][N:22]([CH3:21])[CH2:23][CH2:24]3)[C:4]=2[CH:3]=1. The catalyst class is: 168. (3) Reactant: [Cl:1][C:2]1[CH:7]=[CH:6][C:5]([C:8]2[C:12]([CH2:13][O:14][C:15]3[CH:23]=[CH:22][C:18]([C:19]([OH:21])=O)=[CH:17][N:16]=3)=[C:11]([CH2:24][OH:25])[O:10][N:9]=2)=[CH:4][CH:3]=1.[CH3:26][CH:27]([NH2:32])[C:28]([F:31])([F:30])[F:29].O.ON1C2C=CC=CC=2N=N1.C(N(C(C)C)C(C)C)C.Cl.CN(C)CCCN=C=NCC. Product: [Cl:1][C:2]1[CH:3]=[CH:4][C:5]([C:8]2[C:12]([CH2:13][O:14][C:15]3[CH:23]=[CH:22][C:18]([C:19]([NH:32][C@@H:27]([CH3:26])[C:28]([F:31])([F:30])[F:29])=[O:21])=[CH:17][N:16]=3)=[C:11]([CH2:24][OH:25])[O:10][N:9]=2)=[CH:6][CH:7]=1. The catalyst class is: 1. (4) Reactant: [CH3:1][C:2]1([CH3:9])[CH2:7][CH2:6][C:5](=[O:8])[CH:4]=[CH:3]1.[Li+].[CH3:11][Si]([N-][Si](C)(C)C)(C)C.IC. Product: [CH3:1][C:2]1([CH3:9])[CH2:7][CH:6]([CH3:11])[C:5](=[O:8])[CH:4]=[CH:3]1. The catalyst class is: 7. (5) The catalyst class is: 10. Reactant: [C:9](O[C:9]([O:11][C:12]([CH3:15])([CH3:14])[CH3:13])=[O:10])([O:11][C:12]([CH3:15])([CH3:14])[CH3:13])=[O:10].[NH:16]1[C:24]2[C:19](=[CH:20][CH:21]=[C:22]([CH:25]=[O:26])[CH:23]=2)[CH:18]=[CH:17]1. Product: [CH:25]([C:22]1[CH:23]=[C:24]2[C:19]([CH:18]=[CH:17][N:16]2[C:9]([O:11][C:12]([CH3:13])([CH3:14])[CH3:15])=[O:10])=[CH:20][CH:21]=1)=[O:26]. (6) Reactant: Br[C:2]1[CH:3]=[C:4]([N:10]2[CH2:15][CH2:14][CH2:13][C@@H:12]([NH:16][C:17](=[O:23])[O:18][C:19]([CH3:22])([CH3:21])[CH3:20])[CH2:11]2)[CH:5]=[N:6][C:7]=1[C:8]#[N:9].[NH2:24][C:25]1[CH:30]=[CH:29][C:28]([C:31]([N:33]2[CH2:38][CH2:37][O:36][CH2:35][CH2:34]2)=[O:32])=[CH:27][CH:26]=1.CC1(C)C2C(=C(P(C3C=CC=CC=3)C3C=CC=CC=3)C=CC=2)OC2C(P(C3C=CC=CC=3)C3C=CC=CC=3)=CC=CC1=2.C([O-])([O-])=O.[Cs+].[Cs+]. Product: [C:8]([C:7]1[N:6]=[CH:5][C:4]([N:10]2[CH2:15][CH2:14][CH2:13][C@@H:12]([NH:16][C:17](=[O:23])[O:18][C:19]([CH3:22])([CH3:21])[CH3:20])[CH2:11]2)=[CH:3][C:2]=1[NH:24][C:25]1[CH:26]=[CH:27][C:28]([C:31]([N:33]2[CH2:34][CH2:35][O:36][CH2:37][CH2:38]2)=[O:32])=[CH:29][CH:30]=1)#[N:9]. The catalyst class is: 62. (7) Reactant: [CH2:1]([C@@H:3]1[CH2:7][CH2:6][CH2:5][N:4]1[C:8]1[N:13]=[C:12]([NH:14][CH3:15])[N:11]=[C:10]([C:16]2[CH:23]=[C:22]([S:24][CH3:25])[C:19]([C:20]#[N:21])=[C:18](F)[CH:17]=2)[CH:9]=1)[CH3:2].CCN(C(C)C)C(C)C.[NH2:36][NH2:37]. Product: [CH2:1]([C@@H:3]1[CH2:7][CH2:6][CH2:5][N:4]1[C:8]1[N:13]=[C:12]([NH:14][CH3:15])[N:11]=[C:10]([C:16]2[CH:17]=[C:18]3[C:19]([C:20]([NH2:21])=[N:36][NH:37]3)=[C:22]([S:24][CH3:25])[CH:23]=2)[CH:9]=1)[CH3:2]. The catalyst class is: 14.